From a dataset of Catalyst prediction with 721,799 reactions and 888 catalyst types from USPTO. Predict which catalyst facilitates the given reaction. (1) Reactant: [CH2:1]([N:3]1[C:7]2=[N:8][C:9]([CH2:32][CH3:33])=[C:10]([CH2:19][NH:20][C:21]([C:23]3[N:28]=[C:27]([C:29](O)=[O:30])[CH:26]=[CH:25][CH:24]=3)=[O:22])[C:11]([NH:12][CH:13]3[CH2:18][CH2:17][O:16][CH2:15][CH2:14]3)=[C:6]2[CH:5]=[N:4]1)[CH3:2].[Br:34][C:35]1[CH:36]=[C:37]([CH2:42][NH2:43])[CH:38]=[CH:39][C:40]=1[Cl:41].CN(C(ON1N=NC2C=CC=CC1=2)=[N+](C)C)C.F[P-](F)(F)(F)(F)F.CCN(CC)CC. Product: [Br:34][C:35]1[CH:36]=[C:37]([CH2:42][NH:43][C:29]([C:27]2[CH:26]=[CH:25][CH:24]=[C:23]([C:21]([NH:20][CH2:19][C:10]3[C:11]([NH:12][CH:13]4[CH2:18][CH2:17][O:16][CH2:15][CH2:14]4)=[C:6]4[CH:5]=[N:4][N:3]([CH2:1][CH3:2])[C:7]4=[N:8][C:9]=3[CH2:32][CH3:33])=[O:22])[N:28]=2)=[O:30])[CH:38]=[CH:39][C:40]=1[Cl:41]. The catalyst class is: 2. (2) Reactant: CN(C)[CH:3]=[CH:4][C:5]([C:7]1[S:11][C:10]([N:12]=CN(C)C)=[N:9][C:8]=1[CH3:17])=O.[CH3:19][C:20]1[CH:21]=[C:22]([NH:32][C:33]([NH2:35])=[NH:34])[CH:23]=[CH:24][C:25]=1[N:26]1[CH2:31][CH2:30][CH2:29][CH2:28][CH2:27]1. Product: [NH2:12][C:10]1[S:11][C:7]([C:5]2[CH:4]=[CH:3][N:35]=[C:33]([NH:32][C:22]3[CH:23]=[CH:24][C:25]([N:26]4[CH2:27][CH2:28][CH2:29][CH2:30][CH2:31]4)=[C:20]([CH3:19])[CH:21]=3)[N:34]=2)=[C:8]([CH3:17])[N:9]=1. The catalyst class is: 23. (3) Reactant: FC(F)[C:3]1[N:7](C2N=C(N3CCOCC3)N=C(OC3CCN(C(OC(C)(C)C)=O)CC3)N=2)[C:6]2[CH:34]=[CH:35][CH:36]=[C:37](OC)[C:5]=2[N:4]=1.C(O)(C(F)(F)F)=O. Product: [NH:4]1[C:5]2[CH:37]=[CH:36][CH:35]=[CH:34][C:6]=2[N:7]=[CH:3]1. The catalyst class is: 2.